Dataset: Reaction yield outcomes from USPTO patents with 853,638 reactions. Task: Predict the reaction yield, written as a fraction of the theoretical maximum amount of product (1.0 means a 100% yield; for example, 0.34 means a 34% yield). (1) The reactants are C([NH:5][S:6]([C:9]1[S:10][C:11]([C:14]2[CH:19]=[C:18]([C:20]3[N:25]=[C:24]([C:26]4[CH:31]=[CH:30][C:29]([Cl:32])=[CH:28][C:27]=4Cl)[CH:23]=[C:22]([CH3:34])[N:21]=3)[CH:17]=[CH:16][N:15]=2)=[CH:12][CH:13]=1)(=[O:8])=[O:7])(C)(C)C.C(O)(C(F)(F)F)=O.[Cl:42]CCl. No catalyst specified. The product is [Cl:42][C:28]1[CH:27]=[C:26]([C:24]2[CH:23]=[C:22]([CH3:34])[N:21]=[C:20]([C:18]3[CH:17]=[CH:16][N:15]=[C:14]([C:11]4[S:10][C:9]([S:6]([NH2:5])(=[O:8])=[O:7])=[CH:13][CH:12]=4)[CH:19]=3)[N:25]=2)[CH:31]=[CH:30][C:29]=1[Cl:32]. The yield is 0.0500. (2) The reactants are C1(P(=O)(C2C=CC=CC=2)C2C=CC=CC=2)C=CC=CC=1.FC(F)(F)S(OS(C(F)(F)F)(=O)=O)(=O)=O.C([S:43][C:44]([CH3:76])([CH2:68][CH2:69][N:70]1[CH2:75][CH2:74][O:73][CH2:72][CH2:71]1)[CH2:45][NH:46][C:47]([C:49]1[NH:50][C:51]2[C:56]([CH:57]=1)=[CH:55][CH:54]=[CH:53][C:52]=2[N:58]([CH3:67])[S:59]([C:62]1[S:63][CH:64]=[CH:65][CH:66]=1)(=[O:61])=[O:60])=O)C1C=CC=CC=1.C(=O)([O-])O.[Na+]. The catalyst is C(#N)C. The product is [CH3:67][N:58]([C:52]1[CH:53]=[CH:54][CH:55]=[C:56]2[C:51]=1[NH:50][C:49]([C:47]1[S:43][C:44]([CH3:76])([CH2:68][CH2:69][N:70]3[CH2:75][CH2:74][O:73][CH2:72][CH2:71]3)[CH2:45][N:46]=1)=[CH:57]2)[S:59]([C:62]1[S:63][CH:64]=[CH:65][CH:66]=1)(=[O:61])=[O:60]. The yield is 0.700. (3) The reactants are [CH2:1]([NH:8][C:9]([N:11]([CH3:13])[NH2:12])=[O:10])[C:2]1[CH:7]=[CH:6][CH:5]=[CH:4][CH:3]=1.[CH3:14]N(C=O)C.[C:19]([O-:22])([O-])=[O:20].[K+].[K+].[C:25](OC(=O)CBr)([CH3:28])([CH3:27])[CH3:26]. The catalyst is C1(C)C=CC=CC=1. The product is [C:25]([CH:13]([N:11]([C:9](=[O:10])[NH:8][CH2:1][C:2]1[CH:7]=[CH:6][CH:5]=[CH:4][CH:3]=1)[NH:12][CH3:14])[C:19]([OH:22])=[O:20])([CH3:28])([CH3:27])[CH3:26]. The yield is 0.900.